From a dataset of Forward reaction prediction with 1.9M reactions from USPTO patents (1976-2016). Predict the product of the given reaction. (1) Given the reactants C[O:2][C:3](=O)[CH:4]([N:15]1[CH2:20][CH2:19][N:18]([C:21]([O:23][C:24]([CH3:27])([CH3:26])[CH3:25])=[O:22])[CH2:17][CH2:16]1)[CH2:5][C:6]1[CH:11]=[CH:10][CH:9]=[CH:8][C:7]=1[N+:12]([O-])=O.O=C1C(C2CCN(C(OC(C)(C)C)=O)CC2)CC2C(=CC=CC=2)N1, predict the reaction product. The product is: [O:2]=[C:3]1[CH:4]([N:15]2[CH2:20][CH2:19][N:18]([C:21]([O:23][C:24]([CH3:26])([CH3:25])[CH3:27])=[O:22])[CH2:17][CH2:16]2)[CH2:5][C:6]2[C:7](=[CH:8][CH:9]=[CH:10][CH:11]=2)[NH:12]1. (2) Given the reactants [ClH:1].C(OC([NH:9][CH2:10][C@H:11]1[CH2:16][CH2:15][C@H:14]([C:17]([NH:19][C@H:20]([C:50](=[O:63])[NH:51][C:52]2[CH:57]=[CH:56][C:55]([C:58]3[N:59]=[N:60][NH:61][N:62]=3)=[CH:54][CH:53]=2)[CH2:21][C:22]2[CH:27]=[CH:26][C:25]([C:28]3[CH:33]=[CH:32][CH:31]=[CH:30][C:29]=3[NH:34][C:35]([CH:37]3[CH2:42][CH2:41][N:40](C(OC(C)(C)C)=O)[CH2:39][CH2:38]3)=[O:36])=[CH:24][CH:23]=2)=[O:18])[CH2:13][CH2:12]1)=O)(C)(C)C, predict the reaction product. The product is: [ClH:1].[NH2:9][CH2:10][C@H:11]1[CH2:12][CH2:13][C@H:14]([C:17]([NH:19][C@H:20]([C:50](=[O:63])[NH:51][C:52]2[CH:53]=[CH:54][C:55]([C:58]3[NH:62][N:61]=[N:60][N:59]=3)=[CH:56][CH:57]=2)[CH2:21][C:22]2[CH:23]=[CH:24][C:25]([C:28]3[CH:33]=[CH:32][CH:31]=[CH:30][C:29]=3[NH:34][C:35]([CH:37]3[CH2:38][CH2:39][NH:40][CH2:41][CH2:42]3)=[O:36])=[CH:26][CH:27]=2)=[O:18])[CH2:15][CH2:16]1. (3) Given the reactants [CH3:1][I:2].[CH3:3][C:4]1[CH:9]=[CH:8][C:7]([OH:10])=[C:6]([CH:11]([C:19]2[CH:24]=[CH:23][CH:22]=[CH:21][CH:20]=2)[CH2:12][CH2:13][N:14]2[CH2:18][CH2:17][CH2:16][CH2:15]2)[CH:5]=1, predict the reaction product. The product is: [I-:2].[OH:10][C:7]1[CH:8]=[CH:9][C:4]([CH3:3])=[CH:5][C:6]=1[CH:11]([C:19]1[CH:24]=[CH:23][CH:22]=[CH:21][CH:20]=1)[CH2:12][CH2:13][N+:14]1([CH3:1])[CH2:15][CH2:16][CH2:17][CH2:18]1.